This data is from Reaction yield outcomes from USPTO patents with 853,638 reactions. The task is: Predict the reaction yield, written as a fraction of the theoretical maximum amount of product (1.0 means a 100% yield; for example, 0.34 means a 34% yield). (1) The reactants are [N+:1]([C:4]1[CH:5]=[C:6]2[C:10](=[CH:11][CH:12]=1)[NH:9][CH:8]=[CH:7]2)([O-])=O.Cl.Cl[C:15]1[CH:20]=[CH:19][N:18]=[CH:17][CH:16]=1.CC(C)([O-])C.[K+].O. The catalyst is CN(C=O)C. The product is [N:18]1[CH:19]=[CH:20][C:15]([N:9]2[C:10]3[C:6](=[CH:5][C:4]([NH2:1])=[CH:12][CH:11]=3)[CH:7]=[CH:8]2)=[CH:16][CH:17]=1. The yield is 0.580. (2) The reactants are C[O:2][C:3]([CH:5]1[CH2:9][CH:8]([CH2:10][CH2:11][C:12]([F:16])([F:15])[CH2:13][CH3:14])[CH2:7][N:6]1[C:17]([O:19][C:20]([CH3:23])([CH3:22])[CH3:21])=[O:18])=[O:4].O.[OH-].[Li+]. The catalyst is C1COCC1.O. The product is [C:20]([O:19][C:17]([N:6]1[CH2:7][CH:8]([CH2:10][CH2:11][C:12]([F:15])([F:16])[CH2:13][CH3:14])[CH2:9][CH:5]1[C:3]([OH:4])=[O:2])=[O:18])([CH3:21])([CH3:22])[CH3:23]. The yield is 0.990. (3) The reactants are [I:1][C:2]1[CH:3]=[N:4][NH:5][CH:6]=1.C1COCC1.C(N(CC)CC)C.Cl[Si:20]([CH3:23])([CH3:22])[CH3:21]. The catalyst is CCCCCCC. The product is [CH3:21][Si:20]([CH3:23])([CH3:22])[N:4]1[CH:3]=[C:2]([I:1])[CH:6]=[N:5]1. The yield is 0.960.